This data is from Full USPTO retrosynthesis dataset with 1.9M reactions from patents (1976-2016). The task is: Predict the reactants needed to synthesize the given product. Given the product [Br:12][C:4]1[CH:3]=[C:2]([C:18](=[O:20])[CH3:19])[CH:7]=[C:6]([C:8]([CH3:11])([CH3:10])[CH3:9])[CH:5]=1, predict the reactants needed to synthesize it. The reactants are: Br[C:2]1[CH:7]=[C:6]([C:8]([CH3:11])([CH3:10])[CH3:9])[CH:5]=[C:4]([Br:12])[CH:3]=1.C([Sn](CCCC)(CCCC)[C:18]([O:20]CC)=[CH2:19])CCC.